Dataset: Full USPTO retrosynthesis dataset with 1.9M reactions from patents (1976-2016). Task: Predict the reactants needed to synthesize the given product. (1) Given the product [CH2:1]([NH:8][C:9]1[CH:14]=[C:13]([C:28]2[CH:33]=[CH:32][CH:31]=[C:30]([S:34]([NH2:37])(=[O:36])=[O:35])[CH:29]=2)[CH:12]=[CH:11][C:10]=1[N+:24]([O-:26])=[O:25])[C:2]1[CH:3]=[CH:4][CH:5]=[CH:6][CH:7]=1, predict the reactants needed to synthesize it. The reactants are: [CH2:1]([NH:8][C:9]1[CH:14]=[C:13](B2OC(C)(C)C(C)(C)O2)[CH:12]=[CH:11][C:10]=1[N+:24]([O-:26])=[O:25])[C:2]1[CH:7]=[CH:6][CH:5]=[CH:4][CH:3]=1.Br[C:28]1[CH:29]=[C:30]([S:34]([NH2:37])(=[O:36])=[O:35])[CH:31]=[CH:32][CH:33]=1.C(=O)([O-])[O-].[Na+].[Na+]. (2) Given the product [F:1][C:2]1[CH:7]=[CH:6][CH:5]=[CH:4][C:3]=1[C:8]1[NH:42][C:39]2[C:40]([C:9]=1[CH2:10][CH2:11][CH2:12][N:13]1[CH2:14][CH2:15][CH:16]([C:19]3[CH:20]=[C:21]([NH:25][C:26](=[O:30])[CH:27]([CH3:28])[CH3:29])[CH:22]=[CH:23][CH:24]=3)[CH2:17][CH2:18]1)=[CH:41][C:36]([O:35][C:34]([F:33])([F:44])[F:45])=[CH:37][CH:38]=2, predict the reactants needed to synthesize it. The reactants are: [F:1][C:2]1[CH:7]=[CH:6][CH:5]=[CH:4][C:3]=1[C:8](=O)[CH2:9][CH2:10][CH2:11][CH2:12][N:13]1[CH2:18][CH2:17][CH:16]([C:19]2[CH:20]=[C:21]([NH:25][C:26](=[O:30])[CH:27]([CH3:29])[CH3:28])[CH:22]=[CH:23][CH:24]=2)[CH2:15][CH2:14]1.Cl.[F:33][C:34]([F:45])([F:44])[O:35][C:36]1[CH:41]=[CH:40][C:39]([NH:42]N)=[CH:38][CH:37]=1. (3) Given the product [CH3:29][O:30][CH2:31][CH2:32][N:33]1[C:37]([CH3:38])=[C:36]([CH3:39])[S:35]/[C:34]/1=[N:40]\[C:10]([C:6]1[C:5]2[O:1][CH2:2][CH2:3][C:4]=2[CH:9]=[CH:8][CH:7]=1)=[O:12], predict the reactants needed to synthesize it. The reactants are: [O:1]1[C:5]2[C:6]([C:10]([OH:12])=O)=[CH:7][CH:8]=[CH:9][C:4]=2[CH2:3][CH2:2]1.O1C2C(C(Cl)=O)=CC=CC=2CC1.S(Cl)(Cl)=O.[CH3:29][O:30][CH2:31][CH2:32][N:33]1[C:37]([CH3:38])=[C:36]([CH3:39])[S:35][C:34]1=[NH:40].CCN(CC)CC. (4) Given the product [CH3:8][C:5]1[CH:6]=[CH:7][C:2]([NH:1][C:12]2[CH:17]=[CH:16][CH:15]=[CH:14][C:13]=2[N+:18]([O-:20])=[O:19])=[CH:3][CH:4]=1, predict the reactants needed to synthesize it. The reactants are: [NH2:1][C:2]1[CH:7]=[CH:6][C:5]([CH3:8])=[CH:4][CH:3]=1.[H-].[Na+].F[C:12]1[CH:17]=[CH:16][CH:15]=[CH:14][C:13]=1[N+:18]([O-:20])=[O:19].